Dataset: NCI-60 drug combinations with 297,098 pairs across 59 cell lines. Task: Regression. Given two drug SMILES strings and cell line genomic features, predict the synergy score measuring deviation from expected non-interaction effect. (1) Drug 1: CC1=C2C(C(=O)C3(C(CC4C(C3C(C(C2(C)C)(CC1OC(=O)C(C(C5=CC=CC=C5)NC(=O)OC(C)(C)C)O)O)OC(=O)C6=CC=CC=C6)(CO4)OC(=O)C)O)C)O. Drug 2: N.N.Cl[Pt+2]Cl. Cell line: HL-60(TB). Synergy scores: CSS=41.0, Synergy_ZIP=0.857, Synergy_Bliss=-1.08, Synergy_Loewe=0.427, Synergy_HSA=1.07. (2) Drug 1: COC1=C(C=C2C(=C1)N=CN=C2NC3=CC(=C(C=C3)F)Cl)OCCCN4CCOCC4. Drug 2: C1CCC(C(C1)N)N.C(=O)(C(=O)[O-])[O-].[Pt+4]. Cell line: SK-MEL-28. Synergy scores: CSS=10.4, Synergy_ZIP=-5.78, Synergy_Bliss=-4.01, Synergy_Loewe=-3.94, Synergy_HSA=-3.49.